This data is from Forward reaction prediction with 1.9M reactions from USPTO patents (1976-2016). The task is: Predict the product of the given reaction. (1) Given the reactants [OH:1][CH:2]([C:4]1[N:8]([CH:9]2[C:18]3[C:13](=[CH:14][CH:15]=[CH:16][CH:17]=3)[C:12](=[O:19])[O:11][C:10]2([CH3:21])[CH3:20])[CH:7]=[N:6][CH:5]=1)[CH3:3], predict the reaction product. The product is: [C:2]([C:4]1[N:8]([CH:9]2[C:18]3[C:13](=[CH:14][CH:15]=[CH:16][CH:17]=3)[C:12](=[O:19])[O:11][C:10]2([CH3:21])[CH3:20])[CH:7]=[N:6][CH:5]=1)(=[O:1])[CH3:3]. (2) Given the reactants [CH3:1][O:2][C:3]1[CH:8]=[CH:7][CH:6]=[CH:5][C:4]=1[CH2:9][C:10]([OH:12])=O.[CH3:13][C:14]1[CH:15]=[C:16]([CH3:31])[N:17]=[C:18]([NH:20][S:21]([C:24]2[CH:25]=[CH:26][C:27]([NH2:30])=[CH:28][CH:29]=2)(=[O:23])=[O:22])[N:19]=1.C(N(CC)CC)C.C(N=C=NC(C)C)(C)C, predict the reaction product. The product is: [CH3:31][C:16]1[CH:15]=[C:14]([CH3:13])[N:19]=[C:18]([NH:20][S:21]([C:24]2[CH:25]=[CH:26][C:27]([NH:30][C:10](=[O:12])[CH2:9][C:4]3[CH:5]=[CH:6][CH:7]=[CH:8][C:3]=3[O:2][CH3:1])=[CH:28][CH:29]=2)(=[O:23])=[O:22])[N:17]=1. (3) Given the reactants [CH2:1]([O:3][C:4]([C:6]1[CH:11]=[CH:10][CH:9]=[C:8]([S:12][C:13]2[C:21]3[C:16](=[C:17]([F:23])[C:18]([Cl:22])=[CH:19][CH:20]=3)[NH:15][C:14]=2[CH3:24])[N:7]=1)=[O:5])[CH3:2].Br[C:26]1[CH:27]=[N:28][N:29]([CH2:31][CH2:32][CH3:33])[CH:30]=1, predict the reaction product. The product is: [CH2:1]([O:3][C:4]([C:6]1[CH:11]=[CH:10][CH:9]=[C:8]([S:12][C:13]2[C:21]3[C:16](=[C:17]([F:23])[C:18]([Cl:22])=[CH:19][CH:20]=3)[N:15]([C:26]3[CH:27]=[N:28][N:29]([CH2:31][CH2:32][CH3:33])[CH:30]=3)[C:14]=2[CH3:24])[N:7]=1)=[O:5])[CH3:2]. (4) Given the reactants C(Cl)(=O)[C:2](Cl)=[O:3].CS(C)=O.[C:11]([O:15][C:16]([N:18]1[CH:22]([CH2:23][C:24]2[CH:29]=[C:28](CO)[C:27]([O:32][CH2:33][C:34]3[CH:39]=[CH:38][CH:37]=[CH:36][CH:35]=3)=[CH:26][C:25]=2[F:40])[C:21](=[O:41])[N:20]([CH3:42])[CH:19]1[C:43]([CH3:46])([CH3:45])[CH3:44])=[O:17])([CH3:14])([CH3:13])[CH3:12].C(N(CC)CC)C, predict the reaction product. The product is: [C:11]([O:15][C:16]([N:18]1[CH:22]([CH:23]([CH:2]=[O:3])[C:24]2[CH:29]=[CH:28][C:27]([O:32][CH2:33][C:34]3[CH:39]=[CH:38][CH:37]=[CH:36][CH:35]=3)=[CH:26][C:25]=2[F:40])[C:21](=[O:41])[N:20]([CH3:42])[CH:19]1[C:43]([CH3:45])([CH3:44])[CH3:46])=[O:17])([CH3:14])([CH3:13])[CH3:12]. (5) The product is: [Cl:36][C:37]1[CH:45]=[C:44]([F:46])[CH:43]=[CH:42][C:38]=1[C:39]([NH:24][C:3]1[CH:4]=[C:5]([CH:8]2[C:17]([CH3:19])([CH3:18])[CH2:16][C:15]3[C:10](=[CH:11][CH:12]=[C:13]([C:20]([O:22][CH3:23])=[O:21])[CH:14]=3)[NH:9]2)[CH:6]=[CH:7][C:2]=1[F:1])=[O:40]. Given the reactants [F:1][C:2]1[CH:7]=[CH:6][C:5]([CH:8]2[C:17]([CH3:19])([CH3:18])[CH2:16][C:15]3[C:10](=[CH:11][CH:12]=[C:13]([C:20]([O:22][CH3:23])=[O:21])[CH:14]=3)[NH:9]2)=[CH:4][C:3]=1[N+:24]([O-])=O.C(N(CC)C(C)C)(C)C.[Cl:36][C:37]1[CH:45]=[C:44]([F:46])[CH:43]=[CH:42][C:38]=1[C:39](Cl)=[O:40], predict the reaction product.